Dataset: Experimentally validated miRNA-target interactions with 360,000+ pairs, plus equal number of negative samples. Task: Binary Classification. Given a miRNA mature sequence and a target amino acid sequence, predict their likelihood of interaction. (1) The miRNA is mmu-miR-10a-5p with sequence UACCCUGUAGAUCCGAAUUUGUG. The protein sequence of the target gene is MEETTPPLQAGSKPHLEKLTLGVTRILESSPGVTEVSIIEKLPAERHVISSWEQKNNCVMPEDVRNFYLMTNGFHMTWSVKLDEHIIPLGSMVINGISKLTQLIQSSVYSLPNAPTLADLEDDTQEGNEDHQLEKPHFDCRSAIFELDSCNGNGKVCLVYKNGKPGLAHDTEIWFLDRALYWHFLTDTFIAYYRLLITHLGLPQWQYAFTSYGISPQAKQWFSMYKPITYNTSLLTEESDNFANKLDPSKVFKSKNKILIPKKKGPVPPASGQKGPGPLPPPTSKPTTGSGNPVRK. Result: 1 (interaction). (2) The miRNA is mmu-miR-9-5p with sequence UCUUUGGUUAUCUAGCUGUAUGA. The protein sequence of the target gene is MSGAPPSYSFVALPPRAKDGLVVFGKNSARPRDEVQEVVYFPAVDHDAESKVECTYISIDQVPRTHAIVISRPAWLWGAEMGANEHGVCIANEAINAREPAAETEALLGMDLVRLGLERGTTAKEALDIIVSLLDEHGQGGNYYEDAHSCHSFQSAYLLVDRDEAWVLETVGKYWAAERITEGVRCICNHLSLATKLDEEHPELRTYAQSQGWWTGDDEFNFAQVFSPADDRLDCCAGQDSLEKQEESITVQTMINILRDKASGVCIDSESFLTTASIVSVLPQNRSSPCIHYFTGTPDP.... Result: 1 (interaction). (3) The miRNA is mmu-miR-467d-5p with sequence UAAGUGCGCGCAUGUAUAUGCG. The protein sequence of the target gene is MEALLSTPINPNNFPAKLWRLVNSPRYRSIRWDGRGEGLLIDQPLFEAELLSPPGPGGGGGTAGAGAEPELFKTTSFTSFIRQLNLYGFRKVVLGGPGGGKPAGNGPLHHFHNPHFRRDQPQLLVHLKRLTSANKAKLAAGLEVPCRPPNRFQRLLITSASAATAPLQHQQPPPPAGPRPEPHGPVAVGQFHRSFRRDSLSPYSCVSTPSHDHSTYPLKGLDRTPVPHRIWQNSLGMHPGQVETSPTFSDKGVPFPVLQRFPTEVTYTLQPSTTSVHVQQGPQTMVSSSQKYSNYTPSAQ.... Result: 0 (no interaction). (4) The miRNA is hsa-miR-6814-3p with sequence ACUCGCAUCCUUCCCUUGGCAG. The protein sequence of the target gene is MPLLPAALTSSMLYFQMVIMAGTVMLAYYFEYTDTFTVNVQGFFCHDSAYRKPYPGPEDSSAVPPVLLYSLAAGVPVLVIIVGETAVFCLQLATRDFENQEKTILTGDCCYINPLVRRTVRFLGIYTFGLFATDIFVNAGQVVTGNLAPHFLALCKPNYTALGCQQYTQFISGEEACTGNPDLIMRARKTFPSKEAALSVYAAMYLTMYITNTIKAKGTRLAKPVLCLGLMCLAFLTGLNRVAEYRNHWSDVIAGFLVGISIAVFLVVCVVNNFKGRQAENEHIHMDNLAQMPMISIPRV.... Result: 0 (no interaction).